From a dataset of Forward reaction prediction with 1.9M reactions from USPTO patents (1976-2016). Predict the product of the given reaction. (1) Given the reactants C([O-])([O-])=O.[Cs+].[Cs+].Br[C:8]1[CH:13]=[CH:12][CH:11]=[CH:10][CH:9]=1.CC(C)(C(=O)CC(=O)C(C)(C)C)C.[CH2:27]([NH2:34])[C:28]1[CH:33]=[CH:32][CH:31]=[CH:30][CH:29]=1.C(OCCCCCC)CCCCC, predict the reaction product. The product is: [C:8]1([NH:34][CH2:27][C:28]2[CH:33]=[CH:32][CH:31]=[CH:30][CH:29]=2)[CH:13]=[CH:12][CH:11]=[CH:10][CH:9]=1. (2) Given the reactants [F:1][C:2]1[CH:3]=[C:4]([CH:44]=[CH:45][CH:46]=1)[CH2:5][C:6]([S:24]([CH2:27][CH2:28][C:29]1[CH:34]=[CH:33][C:32]([O:35][CH2:36][C:37]2[CH:42]=[CH:41][CH:40]=[C:39]([F:43])[CH:38]=2)=[CH:31][CH:30]=1)(=[O:26])=[O:25])([CH2:11][CH2:12][N:13]1[C:18](=[O:19])[C:17]2[CH:20]=[CH:21][CH:22]=[CH:23][C:16]=2[N:15]=[N:14]1)[C:7]([O:9]C)=[O:8].[OH-].[Li+].S(=O)(O)[O-].[Na+], predict the reaction product. The product is: [F:1][C:2]1[CH:3]=[C:4]([CH:44]=[CH:45][CH:46]=1)[CH2:5][C:6]([S:24]([CH2:27][CH2:28][C:29]1[CH:34]=[CH:33][C:32]([O:35][CH2:36][C:37]2[CH:42]=[CH:41][CH:40]=[C:39]([F:43])[CH:38]=2)=[CH:31][CH:30]=1)(=[O:26])=[O:25])([CH2:11][CH2:12][N:13]1[C:18](=[O:19])[C:17]2[CH:20]=[CH:21][CH:22]=[CH:23][C:16]=2[N:15]=[N:14]1)[C:7]([OH:9])=[O:8]. (3) Given the reactants [C:1]([O:5][C:6]([NH:8][CH2:9][CH2:10][CH:11]([CH2:15][C:16]1[CH:21]=[CH:20][C:19]([CH3:22])=[CH:18][CH:17]=1)[C:12]([OH:14])=O)=[O:7])([CH3:4])([CH3:3])[CH3:2].CCN=C=NCCCN(C)C.C1C=CC2N(O)N=NC=2C=1.CN1CCOCC1.[N:51]1([C:57]2[C:66]3[C:61](=[CH:62][CH:63]=[CH:64][CH:65]=3)[N:60]=[CH:59][N:58]=2)[CH2:56][CH2:55][NH:54][CH2:53][CH2:52]1, predict the reaction product. The product is: [C:1]([O:5][C:6](=[O:7])[NH:8][CH2:9][CH2:10][CH:11]([CH2:15][C:16]1[CH:21]=[CH:20][C:19]([CH3:22])=[CH:18][CH:17]=1)[C:12](=[O:14])[N:54]1[CH2:55][CH2:56][N:51]([C:57]2[C:66]3[C:61](=[CH:62][CH:63]=[CH:64][CH:65]=3)[N:60]=[CH:59][N:58]=2)[CH2:52][CH2:53]1)([CH3:2])([CH3:3])[CH3:4]. (4) The product is: [Cl:16][C:17]1[N:22]=[CH:21][C:20]([CH2:23][NH:24][C:8]2[C@@H:7]([C@@H:5]3[CH2:4][O:3][C:2]([CH3:1])([CH3:15])[O:6]3)[O:12][C:10](=[O:11])[C:9]=2[OH:13])=[CH:19][CH:18]=1. Given the reactants [CH3:1][C:2]1([CH3:15])[O:6][C@H:5]([C@H:7]2[O:12][C:10](=[O:11])[C:9]([OH:13])=[C:8]2O)[CH2:4][O:3]1.[Cl:16][C:17]1[N:22]=[CH:21][C:20]([CH2:23][NH2:24])=[CH:19][CH:18]=1, predict the reaction product. (5) Given the reactants [Na].[CH:2]1([CH2:7][N:8]2[C:12]3=[N:13][CH:14]=[C:15]([F:17])[CH:16]=[C:11]3[C:10]([C:18]#[N:19])=[N:9]2)[CH2:6][CH2:5][CH2:4][CH2:3]1.[C:20]([OH:23])(=[O:22])[CH3:21].[Cl-].[NH4+:25], predict the reaction product. The product is: [C:20]([OH:23])(=[O:22])[CH3:21].[CH:2]1([CH2:7][N:8]2[C:12]3=[N:13][CH:14]=[C:15]([F:17])[CH:16]=[C:11]3[C:10]([C:18](=[NH:25])[NH2:19])=[N:9]2)[CH2:3][CH2:4][CH2:5][CH2:6]1.